Dataset: Catalyst prediction with 721,799 reactions and 888 catalyst types from USPTO. Task: Predict which catalyst facilitates the given reaction. Reactant: [N+:1]([C:4]1[CH:16]=[CH:15][C:7]([CH2:8][N:9]2[CH2:14][CH2:13][O:12][CH2:11][CH2:10]2)=[CH:6][CH:5]=1)([O-])=O.C(O)(=O)C.[OH-].[Na+]. Product: [N:9]1([CH2:8][C:7]2[CH:15]=[CH:16][C:4]([NH2:1])=[CH:5][CH:6]=2)[CH2:14][CH2:13][O:12][CH2:11][CH2:10]1. The catalyst class is: 693.